From a dataset of Experimentally validated miRNA-target interactions with 360,000+ pairs, plus equal number of negative samples. Binary Classification. Given a miRNA mature sequence and a target amino acid sequence, predict their likelihood of interaction. (1) The miRNA is rno-miR-375-3p with sequence UUUGUUCGUUCGGCUCGCGUGA. The protein sequence of the target gene is MNARGLGSELKDSIPVTELSASGPFESHDLLRKGFSCVKNELLPSHPLELSEKNFQLNQDKMNFSTLRNIQGLFAPLKLQMEFKAVQQVQRLPFLSSSNLSLDVLRGNDETIGFEDILNDPSQSEVMGEPHLMVEYKLGLL. Result: 0 (no interaction). (2) The miRNA is hsa-miR-586 with sequence UAUGCAUUGUAUUUUUAGGUCC. The protein sequence of the target gene is MASQPPEDTAESQASDELECKICYNRYNLKQRKPKVLECCHRVCAKCLYKIIDFGDSPQGVIVCPFCRFETCLPDDEVSSLPDDNNILVNLTCGGKGKKCLPENPTELLLTPKRLASLVSPSHTSSNCLVITIMEVQRESSPSLSSTPVVEFYRPASFDSVTTVSHNWTVWNCTSLLFQTSIRVLVWLLGLLYFSSLPLGIYLLVSKKVTLGVVFVSLVPSSLVILMVYGFCQCVCHEFLDCMAPPS. Result: 0 (no interaction). (3) The miRNA is hsa-miR-6856-3p with sequence UACAGCCCUGUGAUCUUUCCAG. The protein sequence of the target gene is MAPANLGLTPHWVMLLGAVLLLLLSGASAQEPPRVGCSEYTNRSCEECLRNVSCLWCNENKACMDYPVRKILPPASLCKLSSARWGVCWVNFEALIITMSVLGGSVLLGITVCCCYCCRRKKSRKPDKSDERAMREQEERRVRQEERRAEMKSRHDEIRKKYGLFKEQNPYEKF. Result: 0 (no interaction). (4) The protein sequence of the target gene is MKKFNFRKVLDGLTASSPGSGSSSGSNSGGGAGSGSVHPAGTAGVLREEIQETLTSEYFQICKTVRHGFPHQPTALAFDPVQKILAIGTRTGAIRILGRPGVDCYCQHESGAAVLQLQFLINEGALVSASSDDTLHLWNLRQKRPAILHSLKFNRERITYCHLPFQSKWLYVGTERGNTHIVNIESFILSGYVIMWNKAIELSTKTHPGPVVHLSDSPRDEGKLLIGYENGTVVFWDLKSKRAELRVYYDEAIHSIDWHHEGKQFMCSHSDGSLTLWNLKSPSRPFQTTIPHGKSQREGR.... The miRNA is hsa-miR-4701-5p with sequence UUGGCCACCACACCUACCCCUU. Result: 0 (no interaction). (5) The miRNA is rno-miR-378a-3p with sequence ACUGGACUUGGAGUCAGAAGG. The protein sequence of the target gene is MEPDNSPRKIQFTVPLLEPHLDPEAAEQIRRRRPTPATLVLTSDQSSPEIDEDRIPNSLLKSTLSMSPRQRKKMTRTTPTMKELQTMVEHHLGQQKQGEEPEGATESTGNQESCPPGIPDTGSASRPDTPGTAQKSAESNPKTQEQCGVEPRTEDSSAHMLPLDSQGASLV. Result: 0 (no interaction). (6) The miRNA is hsa-miR-4701-5p with sequence UUGGCCACCACACCUACCCCUU. The protein sequence of the target gene is MPEPSKSAPAPKKGSKKAITKAQKKDGKKRKRSRKESYSIYVYKVLKQVHPDTGISSKAMGIMNSFVNDIFERIAGEASRLAHYNKRSTITSREIQTAVRLLLPGELAKHAVSEGTKAVTKYTSSK. Result: 0 (no interaction). (7) The miRNA is mmu-miR-216c-5p with sequence GAAGAAUCUCUACAGGUAAGUGU. The protein sequence of the target gene is MAGNVKKSSGAGGGGSGGSGAGGLIGLMKDAFQPHHHHHHLSPHPPCTVDKKMVEKCWKLMDKVVRLCQNPKLALKNSPPYILDLLPDTYQHLRTVLSRYEGKMETLGENEYFRVFMENLMKKTKQTISLFKEGKERMYEENSQPRRNLTKLSLIFSHMLAELKGIFPSGLFQGDTFRITKADAAEFWRKAFGEKTIVPWKSFRQALHEVHPISSGLEAMALKSTIDLTCNDYISVFEFDIFTRLFQPWSSLLRNWNSLAVTHPGYMAFLTYDEVKARLQKFIHKPGSYIFRLSCTRLGQ.... Result: 0 (no interaction).